Dataset: Full USPTO retrosynthesis dataset with 1.9M reactions from patents (1976-2016). Task: Predict the reactants needed to synthesize the given product. (1) Given the product [CH3:9][C:35]1([CH3:36])[NH:37][C:40](=[O:28])[N:16]([C:15]2[CH:17]=[CH:18][C:19]([O:20][C:21]([F:22])([F:23])[F:24])=[C:13]([N+:10]([O-:12])=[O:11])[CH:14]=2)[C:5]1=[O:4], predict the reactants needed to synthesize it. The reactants are: ClC([O:4][C:5](Cl)(Cl)Cl)=O.[CH4:9].[N+:10]([C:13]1[CH:14]=[C:15]([CH:17]=[CH:18][C:19]=1[O:20][C:21]([F:24])([F:23])[F:22])[NH2:16])([O-:12])=[O:11].Cl.C([O:28]C(=O)CN(C)C)C.[CH2:35]([N:37]([CH2:40]C)CC)[CH3:36]. (2) Given the product [C:11]([O:10][C:8](=[O:9])[C:5]1[CH:4]=[CH:3][C:2]([C:45]2[CH:50]=[N:49][CH:48]=[CH:47][N:46]=2)=[CH:7][N:6]=1)([CH3:14])([CH3:13])[CH3:12], predict the reactants needed to synthesize it. The reactants are: Br[C:2]1[CH:3]=[CH:4][C:5]([C:8]([O:10][C:11]([CH3:14])([CH3:13])[CH3:12])=[O:9])=[N:6][CH:7]=1.CC1(C)C(C)(C)OB(B2OC(C)(C)C(C)(C)O2)O1.CC([O-])=O.[K+].C([O-])([O-])=O.[K+].[K+].Cl[C:45]1[CH:50]=[N:49][CH:48]=[CH:47][N:46]=1. (3) Given the product [NH2:11][C:7]1[CH:6]=[CH:5][C:4]([N:3]([CH2:14][CH3:15])[CH2:1][CH3:2])=[CH:9][C:8]=1[OH:10], predict the reactants needed to synthesize it. The reactants are: [CH2:1]([N:3]([CH2:14][CH3:15])[C:4]1[CH:5]=[CH:6][C:7]([N+:11]([O-])=O)=[C:8]([OH:10])[CH:9]=1)[CH3:2].[H][H]. (4) Given the product [C:1](=[O:4])([S:3][CH2:11][CH2:12][CH:13]([NH:21][C:22]([O:24][C:25]([CH3:26])([CH3:28])[CH3:27])=[O:23])[C:14]1[CH:15]=[CH:16][C:17]([Cl:20])=[CH:18][CH:19]=1)[CH3:2], predict the reactants needed to synthesize it. The reactants are: [C:1]([O-:4])(=[S:3])[CH3:2].[K+].CS(O[CH2:11][CH2:12][CH:13]([NH:21][C:22]([O:24][C:25]([CH3:28])([CH3:27])[CH3:26])=[O:23])[C:14]1[CH:19]=[CH:18][C:17]([Cl:20])=[CH:16][CH:15]=1)(=O)=O. (5) The reactants are: [CH3:1][C:2]([CH3:35])([CH3:34])[C:3]([C:5]1[C:13]2[C:8](=[N:9][CH:10]=[C:11]([C:14]3[CH:19]=[CH:18][CH:17]=[C:16]([N:20]4[CH2:25][CH2:24][NH:23][CH2:22][CH2:21]4)[CH:15]=3)[N:12]=2)[N:7]([CH2:26][O:27][CH2:28][CH2:29][Si:30]([CH3:33])([CH3:32])[CH3:31])[CH:6]=1)=[O:4].C(N(C(C)C)CC)(C)C.Br[CH2:46][CH2:47][OH:48].[CH2:49]([Cl:51])[Cl:50]. Given the product [NH4+:7].[OH-:4].[Cl:50][CH2:49][Cl:51].[OH:48][CH2:47][CH2:46][N:23]1[CH2:24][CH2:25][N:20]([C:16]2[CH:15]=[C:14]([C:11]3[N:12]=[C:13]4[C:5]([C:3](=[O:4])[C:2]([CH3:35])([CH3:34])[CH3:1])=[CH:6][N:7]([CH2:26][O:27][CH2:28][CH2:29][Si:30]([CH3:31])([CH3:33])[CH3:32])[C:8]4=[N:9][CH:10]=3)[CH:19]=[CH:18][CH:17]=2)[CH2:21][CH2:22]1, predict the reactants needed to synthesize it. (6) Given the product [CH3:1][C:2]1[C:7]([O:8][C:9]2[CH:14]=[CH:13][C:12]([CH2:15][C:16]([OH:18])=[O:17])=[CH:11][CH:10]=2)=[CH:6][CH:5]=[CH:4][N:3]=1, predict the reactants needed to synthesize it. The reactants are: [CH3:1][C:2]1[C:7]([O:8][C:9]2[CH:14]=[CH:13][C:12]([CH2:15][C:16]([O:18]CC)=[O:17])=[CH:11][CH:10]=2)=[CH:6][CH:5]=[CH:4][N:3]=1.[Li+].[OH-].CC(O)=O. (7) Given the product [Cl:22][C:5]1[CH:4]=[CH:3][C:2]([NH:1][CH2:25][CH2:24][Cl:23])=[CH:21][C:6]=1[C:7]([NH:9][CH2:10][C:11]12[CH2:12][CH:13]3[CH2:19][CH:17]([CH2:16][CH:15]([CH2:14]3)[CH2:20]1)[CH2:18]2)=[O:8], predict the reactants needed to synthesize it. The reactants are: [NH2:1][C:2]1[CH:3]=[CH:4][C:5]([Cl:22])=[C:6]([CH:21]=1)[C:7]([NH:9][CH2:10][C:11]12[CH2:20][CH:15]3[CH2:16][CH:17]([CH2:19][CH:13]([CH2:14]3)[CH2:12]1)[CH2:18]2)=[O:8].[Cl:23][CH2:24][CH:25]=O.Cl.C([BH3-])#N.[Na+]. (8) Given the product [CH3:1][C:2]1([CH3:31])[CH2:11][CH2:10][C:9]([CH3:12])([CH3:13])[C:8]2[CH:7]=[C:6]([C:14]([C:19]3[CH:24]=[CH:23][C:22]([CH2:25][CH2:26][C:27]([O:29][CH3:30])=[O:28])=[CH:21][CH:20]=3)=[O:15])[CH:5]=[CH:4][C:3]1=2, predict the reactants needed to synthesize it. The reactants are: [CH3:1][C:2]1([CH3:31])[CH2:11][CH2:10][C:9]([CH3:13])([CH3:12])[C:8]2[CH:7]=[C:6]([C:14]3([C:19]4[CH:24]=[CH:23][C:22]([CH2:25][CH2:26][C:27]([O:29][CH3:30])=[O:28])=[CH:21][CH:20]=4)OCC[O:15]3)[CH:5]=[CH:4][C:3]1=2.II. (9) Given the product [CH2:1]([O:8][C:9](=[O:24])[C@@H:10]([NH:11][C:12]([O:14][C:15]([CH3:16])([CH3:17])[CH3:18])=[O:13])[CH2:19][CH2:20][C:21](=[O:23])[NH:60][C:55]1[CH:56]=[CH:57][CH:58]=[CH:59][C:54]=1[NH:53][C:47]1[CH:48]=[CH:49][CH:50]=[CH:51][CH:52]=1)[C:2]1[CH:3]=[CH:4][CH:5]=[CH:6][CH:7]=1, predict the reactants needed to synthesize it. The reactants are: [CH2:1]([O:8][C:9](=[O:24])[C@@H:10]([CH2:19][CH2:20][C:21]([OH:23])=O)[NH:11][C:12]([O:14][C:15]([CH3:18])([CH3:17])[CH3:16])=[O:13])[C:2]1[CH:7]=[CH:6][CH:5]=[CH:4][CH:3]=1.CCN=C=NCCCN(C)C.Cl.C1C=CC2N(O)N=NC=2C=1.[C:47]1([NH:53][C:54]2[CH:59]=[CH:58][CH:57]=[CH:56][C:55]=2[NH2:60])[CH:52]=[CH:51][CH:50]=[CH:49][CH:48]=1. (10) Given the product [NH2:4][C:3]1[NH:5][C:32](=[O:33])[C:31]([C@@H:22]2[N:23]([C:24]([O:26][C:27]([CH3:28])([CH3:30])[CH3:29])=[O:25])[C@H:19]([CH2:18][O:17][CH2:10][C:11]3[CH:16]=[CH:15][CH:14]=[CH:13][CH:12]=3)[C@H:20]3[O:44][C:43]([CH3:46])([CH3:45])[O:42][C@@H:21]23)=[CH:35][N:2]=1, predict the reactants needed to synthesize it. The reactants are: Cl.[NH2:2][C:3]([NH2:5])=[NH:4].CC[O-].[Na+].[CH2:10]([O:17][CH2:18][C@H:19]1[N:23]([C:24]([O:26][C:27]([CH3:30])([CH3:29])[CH3:28])=[O:25])[C@@H:22](/[C:31](/[C:35](OC(C)(C)C)=O)=[CH:32]/[O:33]C)[C@@H:21]2[O:42][C:43]([CH3:46])([CH3:45])[O:44][C@H:20]12)[C:11]1[CH:16]=[CH:15][CH:14]=[CH:13][CH:12]=1.